From a dataset of Full USPTO retrosynthesis dataset with 1.9M reactions from patents (1976-2016). Predict the reactants needed to synthesize the given product. (1) Given the product [F:1][C:2]1[CH:60]=[CH:59][C:58]([F:61])=[CH:57][C:3]=1[O:4][CH2:5][CH2:6][CH2:7][O:8][C:9]1[CH:14]=[CH:13][C:12]([CH:15]2[CH2:20][CH2:19][N:18]([C:21]([O:23][CH2:24][C:25]3[CH:26]=[CH:27][CH:28]=[CH:29][CH:30]=3)=[O:22])[CH2:17][CH:16]2[O:31][CH2:32][C:33]2[CH:34]=[CH:35][C:36]3[O:41][CH2:40][C:39](=[O:42])[N:38]([CH2:43][CH2:44][OH:45])[C:37]=3[CH:56]=2)=[CH:11][CH:10]=1, predict the reactants needed to synthesize it. The reactants are: [F:1][C:2]1[CH:60]=[CH:59][C:58]([F:61])=[CH:57][C:3]=1[O:4][CH2:5][CH2:6][CH2:7][O:8][C:9]1[CH:14]=[CH:13][C:12]([CH:15]2[CH2:20][CH2:19][N:18]([C:21]([O:23][CH2:24][C:25]3[CH:30]=[CH:29][CH:28]=[CH:27][CH:26]=3)=[O:22])[CH2:17][CH:16]2[O:31][CH2:32][C:33]2[CH:34]=[CH:35][C:36]3[O:41][CH2:40][C:39](=[O:42])[N:38]([CH2:43][CH2:44][O:45][Si](C(C)C)(C(C)C)C(C)C)[C:37]=3[CH:56]=2)=[CH:11][CH:10]=1.[F-].C([N+](CCCC)(CCCC)CCCC)CCC. (2) The reactants are: [Br:1][C:2]1[CH:7]=[CH:6][C:5]([C@H:8]2[CH2:10][C@:9]2([NH:15][C:16]([C@@H:18]2[CH2:23][CH2:22][CH2:21][CH2:20][N:19]2[C:24]([O:26][C:27]([CH3:30])([CH3:29])[CH3:28])=[O:25])=[O:17])[C:11]([O:13]C)=[O:12])=[CH:4][CH:3]=1.O.[OH-].[Li+]. Given the product [Br:1][C:2]1[CH:3]=[CH:4][C:5]([C@H:8]2[CH2:10][C@:9]2([NH:15][C:16]([C@@H:18]2[CH2:23][CH2:22][CH2:21][CH2:20][N:19]2[C:24]([O:26][C:27]([CH3:30])([CH3:29])[CH3:28])=[O:25])=[O:17])[C:11]([OH:13])=[O:12])=[CH:6][CH:7]=1, predict the reactants needed to synthesize it. (3) Given the product [Si:1]([O:18][CH2:19][C@H:20]1[C@@H:24]([F:25])[CH2:23][C@H:22]([OH:26])[C@@H:21]1[CH2:27]/[CH:28]=[CH:29]\[CH2:30][CH2:31][CH2:32][C:33]([O:35][CH:44]([CH3:45])[CH3:43])=[O:34])([C:14]([CH3:15])([CH3:16])[CH3:17])([C:8]1[CH:9]=[CH:10][CH:11]=[CH:12][CH:13]=1)[C:2]1[CH:3]=[CH:4][CH:5]=[CH:6][CH:7]=1, predict the reactants needed to synthesize it. The reactants are: [Si:1]([O:18][CH2:19][C@H:20]1[C@@H:24]([F:25])[CH2:23][C@H:22]([OH:26])[C@@H:21]1[CH2:27]/[CH:28]=[CH:29]\[CH2:30][CH2:31][CH2:32][C:33]([OH:35])=[O:34])([C:14]([CH3:17])([CH3:16])[CH3:15])([C:8]1[CH:13]=[CH:12][CH:11]=[CH:10][CH:9]=1)[C:2]1[CH:7]=[CH:6][CH:5]=[CH:4][CH:3]=1.C(=O)([O-])[O-].[Cs+].[Cs+].I[CH2:43][CH2:44][CH3:45].OS([O-])(=O)=O.[K+]. (4) The reactants are: [NH:1]([C:12]([O:14][C:15]([CH3:18])([CH3:17])[CH3:16])=[O:13])[C@H:2]([C:9](O)=[O:10])[CH:3]1[CH2:8][CH2:7][CH2:6][CH2:5][CH2:4]1.CN(C(ON1N=NC2C=CC=NC1=2)=[N+](C)C)C.F[P-](F)(F)(F)(F)F.CCN(C(C)C)C(C)C.[C:52]([O:56][C:57](=[O:86])[NH:58][CH:59]([CH:80]1[CH2:85][CH2:84][CH2:83][CH2:82][CH2:81]1)[C:60]([N:62]1[CH2:66][CH2:65][CH:64]2[NH:67][CH2:68][CH:69]([C:70]3[C:78]4[C:73](=[CH:74][C:75]([F:79])=[CH:76][CH:77]=4)[NH:72][CH:71]=3)[CH:63]12)=[O:61])([CH3:55])([CH3:54])[CH3:53]. Given the product [C:52]([O:56][C:57](=[O:86])[NH:58][CH:59]([CH:80]1[CH2:81][CH2:82][CH2:83][CH2:84][CH2:85]1)[C:60]([N:62]1[CH2:66][CH2:65][CH:64]2[N:67]([C:9](=[O:10])[CH:2]([NH:1][C:12]([O:14][C:15]([CH3:18])([CH3:17])[CH3:16])=[O:13])[CH:3]3[CH2:8][CH2:7][CH2:6][CH2:5][CH2:4]3)[CH2:68][CH:69]([C:70]3[C:78]4[C:73](=[CH:74][C:75]([F:79])=[CH:76][CH:77]=4)[NH:72][CH:71]=3)[CH:63]12)=[O:61])([CH3:55])([CH3:53])[CH3:54], predict the reactants needed to synthesize it. (5) Given the product [C:17]([O:21][C:22](=[O:41])[N:23]([CH2:30][C:31]1[CH:40]=[CH:39][C:34]2[O:35][CH2:36][CH2:37][O:38][C:33]=2[CH:32]=1)[CH:24]1[CH2:29][CH2:28][N:27]([CH2:14][CH2:13][N:5]2[C:6]3[C:11](=[CH:10][CH:9]=[C:8]([Cl:12])[CH:7]=3)[C:2]([Cl:1])=[CH:3][C:4]2=[O:16])[CH2:26][CH2:25]1)([CH3:20])([CH3:18])[CH3:19], predict the reactants needed to synthesize it. The reactants are: [Cl:1][C:2]1[C:11]2[C:6](=[CH:7][C:8]([Cl:12])=[CH:9][CH:10]=2)[N:5]([CH2:13][CH:14]=O)[C:4](=[O:16])[CH:3]=1.[C:17]([O:21][C:22](=[O:41])[N:23]([CH2:30][C:31]1[CH:40]=[CH:39][C:34]2[O:35][CH2:36][CH2:37][O:38][C:33]=2[CH:32]=1)[CH:24]1[CH2:29][CH2:28][NH:27][CH2:26][CH2:25]1)([CH3:20])([CH3:19])[CH3:18].C(O[BH-](OC(=O)C)OC(=O)C)(=O)C.[Na+].C(=O)([O-])O.[Na+]. (6) Given the product [N:17]1[CH:18]=[CH:19][CH:20]=[CH:21][C:16]=1[CH2:15][C:4]1[CH:3]=[C:2]([C:29](=[O:31])[CH3:30])[CH:7]=[C:6]([CH2:8][C:9]2[CH:14]=[CH:13][CH:12]=[CH:11][N:10]=2)[CH:5]=1, predict the reactants needed to synthesize it. The reactants are: Br[C:2]1[CH:7]=[C:6]([CH2:8][C:9]2[CH:14]=[CH:13][CH:12]=[CH:11][N:10]=2)[CH:5]=[C:4]([CH2:15][C:16]2[CH:21]=[CH:20][CH:19]=[CH:18][N:17]=2)[CH:3]=1.C(N(CC)CC)C.[CH:29]([O:31]CCCC)=[CH2:30].C([O-])(=O)C.[Tl+].C1(P(C2C=CC=CC=2)CCCP(C2C=CC=CC=2)C2C=CC=CC=2)C=CC=CC=1. (7) The reactants are: [Al+3].[Cl-].[Cl-].[Cl-].[N+](C)([O-])=O.[CH3:9][N:10]1[C:15]2[CH:16]=[CH:17][CH:18]=[CH:19][C:14]=2[O:13][CH2:12][C:11]1=[O:20].ClC[CH:23]([O:26]C(CCl)CCl)CCl. Given the product [CH3:9][N:10]1[C:15]2[CH:16]=[C:17]([CH:23]=[O:26])[CH:18]=[CH:19][C:14]=2[O:13][CH2:12][C:11]1=[O:20], predict the reactants needed to synthesize it.